From a dataset of Reaction yield outcomes from USPTO patents with 853,638 reactions. Predict the reaction yield, written as a fraction of the theoretical maximum amount of product (1.0 means a 100% yield; for example, 0.34 means a 34% yield). (1) The reactants are [CH2:1]([C:3]([C:16]1[CH:29]=[CH:28][C:19]([O:20][CH2:21][C:22](=[O:27])[C:23]([CH3:26])([CH3:25])[CH3:24])=[C:18]([CH3:30])[CH:17]=1)([C:6]1[S:10][C:9]2[CH:11]=[CH:12][C:13]([OH:15])=[CH:14][C:8]=2[CH:7]=1)[CH2:4][CH3:5])[CH3:2].N1C(C)=CC=CC=1C.[F:39][C:40]([F:53])([F:52])[S:41](O[S:41]([C:40]([F:53])([F:52])[F:39])(=[O:43])=[O:42])(=[O:43])=[O:42]. The catalyst is C(Cl)Cl. The product is [CH3:26][C:23]([CH3:25])([CH3:24])[C:22](=[O:27])[CH2:21][O:20][C:19]1[CH:28]=[CH:29][C:16]([C:3]([C:6]2[S:10][C:9]3[CH:11]=[CH:12][C:13]([O:15][S:41]([C:40]([F:53])([F:52])[F:39])(=[O:43])=[O:42])=[CH:14][C:8]=3[CH:7]=2)([CH2:4][CH3:5])[CH2:1][CH3:2])=[CH:17][C:18]=1[CH3:30]. The yield is 0.990. (2) The reactants are [O:1]1[C:5]2([CH2:10][CH2:9][C:8]([C:11]3[CH:16]=[CH:15][C:14]([N+:17]([O-])=O)=[CH:13][N:12]=3)=[CH:7][CH2:6]2)[O:4][CH2:3][CH2:2]1. The catalyst is [Pd].CO. The product is [O:1]1[C:5]2([CH2:10][CH2:9][CH:8]([C:11]3[N:12]=[CH:13][C:14]([NH2:17])=[CH:15][CH:16]=3)[CH2:7][CH2:6]2)[O:4][CH2:3][CH2:2]1. The yield is 0.870. (3) The reactants are C([O:3][C:4](=O)[CH2:5][N:6]1[C:14]2[CH:13]=[CH:12][CH:11]=[CH:10][C:9]=2[C:8]2[CH2:15][CH2:16][N:17]([C:20]([O:22][C:23]([CH3:26])([CH3:25])[CH3:24])=[O:21])[CH2:18][CH2:19][C:7]1=2)C.[Li+].[BH4-].O. The catalyst is C1COCC1. The product is [OH:3][CH2:4][CH2:5][N:6]1[C:14]2[CH:13]=[CH:12][CH:11]=[CH:10][C:9]=2[C:8]2[CH2:15][CH2:16][N:17]([C:20]([O:22][C:23]([CH3:26])([CH3:25])[CH3:24])=[O:21])[CH2:18][CH2:19][C:7]1=2. The yield is 1.00.